Dataset: Merck oncology drug combination screen with 23,052 pairs across 39 cell lines. Task: Regression. Given two drug SMILES strings and cell line genomic features, predict the synergy score measuring deviation from expected non-interaction effect. (1) Drug 1: O=C(CCCCCCC(=O)Nc1ccccc1)NO. Drug 2: CNC(=O)c1cc(Oc2ccc(NC(=O)Nc3ccc(Cl)c(C(F)(F)F)c3)cc2)ccn1. Cell line: OCUBM. Synergy scores: synergy=-5.95. (2) Drug 1: O=S1(=O)NC2(CN1CC(F)(F)F)C1CCC2Cc2cc(C=CCN3CCC(C(F)(F)F)CC3)ccc2C1. Drug 2: Cn1c(=O)n(-c2ccc(C(C)(C)C#N)cc2)c2c3cc(-c4cnc5ccccc5c4)ccc3ncc21. Cell line: COLO320DM. Synergy scores: synergy=29.9. (3) Drug 1: N.N.O=C(O)C1(C(=O)O)CCC1.[Pt]. Drug 2: NC(=O)c1cccc2cn(-c3ccc(C4CCCNC4)cc3)nc12. Cell line: UWB1289. Synergy scores: synergy=6.98. (4) Drug 1: C=CCn1c(=O)c2cnc(Nc3ccc(N4CCN(C)CC4)cc3)nc2n1-c1cccc(C(C)(C)O)n1. Drug 2: CC1(c2nc3c(C(N)=O)cccc3[nH]2)CCCN1. Cell line: CAOV3. Synergy scores: synergy=0.597. (5) Drug 1: CC1(c2nc3c(C(N)=O)cccc3[nH]2)CCCN1. Drug 2: Cn1c(=O)n(-c2ccc(C(C)(C)C#N)cc2)c2c3cc(-c4cnc5ccccc5c4)ccc3ncc21. Cell line: LNCAP. Synergy scores: synergy=78.7. (6) Drug 1: O=C(CCCCCCC(=O)Nc1ccccc1)NO. Synergy scores: synergy=13.6. Cell line: RKO. Drug 2: CC(C)CC(NC(=O)C(Cc1ccccc1)NC(=O)c1cnccn1)B(O)O. (7) Synergy scores: synergy=-2.25. Drug 2: CCC1(O)C(=O)OCc2c1cc1n(c2=O)Cc2cc3c(CN(C)C)c(O)ccc3nc2-1. Cell line: RKO. Drug 1: CCN(CC)CCNC(=O)c1c(C)[nH]c(C=C2C(=O)Nc3ccc(F)cc32)c1C. (8) Drug 1: NC1(c2ccc(-c3nc4ccn5c(=O)[nH]nc5c4cc3-c3ccccc3)cc2)CCC1. Drug 2: Cc1nc(Nc2ncc(C(=O)Nc3c(C)cccc3Cl)s2)cc(N2CCN(CCO)CC2)n1. Cell line: A427. Synergy scores: synergy=32.0. (9) Drug 1: NC1(c2ccc(-c3nc4ccn5c(=O)[nH]nc5c4cc3-c3ccccc3)cc2)CCC1. Drug 2: CCc1c2c(nc3ccc(O)cc13)-c1cc3c(c(=O)n1C2)COC(=O)C3(O)CC. Cell line: NCIH2122. Synergy scores: synergy=28.1.